From a dataset of Catalyst prediction with 721,799 reactions and 888 catalyst types from USPTO. Predict which catalyst facilitates the given reaction. (1) Reactant: [CH2:1]([C:3]1[CH:4]=[C:5]([C:20]2[CH:25]=[CH:24][C:23]([F:26])=[CH:22][CH:21]=2)[CH:6]=[CH:7][C:8]=1[CH:9]1[C:14](=[O:15])[CH:13]([CH3:16])[O:12][C:11]([CH3:18])([CH3:17])[C:10]1=[O:19])[CH3:2].C(N(CC)CC)C.[C:34](Cl)(=[O:39])[C:35]([CH3:38])([CH3:37])[CH3:36]. Product: [CH2:1]([C:3]1[CH:4]=[C:5]([C:20]2[CH:25]=[CH:24][C:23]([F:26])=[CH:22][CH:21]=2)[CH:6]=[CH:7][C:8]=1[C:9]1[C:14](=[O:15])[CH:13]([CH3:16])[O:12][C:11]([CH3:18])([CH3:17])[C:10]=1[O:19][C:34](=[O:39])[C:35]([CH3:38])([CH3:37])[CH3:36])[CH3:2]. The catalyst class is: 46. (2) Reactant: [CH2:1]([O:4][N:5]1[C:11](=[O:12])[N:10]2[CH2:13][C@H:6]1[CH:7]=[CH:8][C@H:9]2[CH2:14][O:15][Si](C(C)(C)C)(C)C)[CH:2]=[CH2:3].[F-].C([N+](CCCC)(CCCC)CCCC)CCC. Product: [CH2:1]([O:4][N:5]1[C:11](=[O:12])[N:10]2[CH2:13][C@H:6]1[CH:7]=[CH:8][C@H:9]2[CH2:14][OH:15])[CH:2]=[CH2:3]. The catalyst class is: 1. (3) Reactant: [N:1]1[CH:6]=[CH:5][C:4]([C:7]2[C:15]3[C:10](=[CH:11][CH:12]=[CH:13][CH:14]=3)[NH:9][C:8]=2[C:16]([O:18]CC)=O)=[CH:3][CH:2]=1.O.[NH2:22][NH2:23]. Product: [N:1]1[CH:2]=[CH:3][C:4]([C:7]2[C:15]3[C:10](=[CH:11][CH:12]=[CH:13][CH:14]=3)[NH:9][C:8]=2[C:16]([NH:22][NH2:23])=[O:18])=[CH:5][CH:6]=1. The catalyst class is: 8. (4) Reactant: [N:1]([C@@H:4]([C@H:34]([C:42]1[CH:47]=[C:46]([F:48])[CH:45]=[C:44]([F:49])[CH:43]=1)[C:35]1[CH:40]=[CH:39][C:38]([F:41])=[CH:37][CH:36]=1)[C:5]([NH:7][C:8]1[CH:9]=[N:10][CH:11]=[C:12]([F:33])[C:13]=1[CH2:14][CH2:15][C@@H:16]([NH:23][S:24]([C:27]1[CH:32]=[CH:31][CH:30]=[CH:29][CH:28]=1)(=[O:26])=[O:25])[CH2:17][NH:18][CH2:19][C@@H:20]([OH:22])[CH3:21])=[O:6])=[N+:2]=[N-:3].[O:50](C(OC(C)(C)C)=O)[C:51]([O:53][C:54]([CH3:57])([CH3:56])[CH3:55])=O. Product: [N:1]([C@@H:4]([C@H:34]([C:42]1[CH:43]=[C:44]([F:49])[CH:45]=[C:46]([F:48])[CH:47]=1)[C:35]1[CH:36]=[CH:37][C:38]([F:41])=[CH:39][CH:40]=1)[C:5]([NH:7][C:8]1[CH:9]=[N:10][CH:11]=[C:12]([F:33])[C:13]=1[CH2:14][CH2:15][C@H:16]([NH:23][S:24]([C:27]1[CH:32]=[CH:31][CH:30]=[CH:29][CH:28]=1)(=[O:25])=[O:26])[CH2:17][N:18]([CH2:19][C@@H:20]([OH:22])[CH3:21])[C:51](=[O:50])[O:53][C:54]([CH3:57])([CH3:56])[CH3:55])=[O:6])=[N+:2]=[N-:3]. The catalyst class is: 10. (5) Reactant: [C:1]([N:9]1[CH2:14][CH2:13][N:12]([C:15]2[CH:16]=[CH:17][C:18]([N+:28]([O-])=O)=[C:19]([NH:21][C:22]3[CH:27]=[CH:26][CH:25]=[CH:24][CH:23]=3)[CH:20]=2)[CH2:11][CH2:10]1)(=[O:8])[C:2]1[CH:7]=[CH:6][CH:5]=[CH:4][CH:3]=1. Product: [NH2:28][C:18]1[CH:17]=[CH:16][C:15]([N:12]2[CH2:13][CH2:14][N:9]([C:1]([C:2]3[CH:7]=[CH:6][CH:5]=[CH:4][CH:3]=3)=[O:8])[CH2:10][CH2:11]2)=[CH:20][C:19]=1[NH:21][C:22]1[CH:27]=[CH:26][CH:25]=[CH:24][CH:23]=1. The catalyst class is: 63. (6) Reactant: [CH:1]1[C:2]([CH2:10][C@@H:11]([NH2:28])[CH2:12][C:13]([N:15]2[CH2:27][C:19]3=[N:20][N:21]=[C:22]([C:23]([F:26])([F:25])[F:24])[N:18]3[CH2:17][CH2:16]2)=[O:14])=[C:3]([F:9])[CH:4]=[C:5]([F:8])[C:6]=1[F:7].[C:29]([OH:42])(=[O:41])/[CH:30]=[CH:31]/[C:32]1[CH:40]=[CH:39][C:37]([OH:38])=[C:34]([O:35][CH3:36])[CH:33]=1. Product: [CH:1]1[C:2]([CH2:10][C@@H:11]([NH2:28])[CH2:12][C:13]([N:15]2[CH2:27][C:19]3=[N:20][N:21]=[C:22]([C:23]([F:26])([F:25])[F:24])[N:18]3[CH2:17][CH2:16]2)=[O:14])=[C:3]([F:9])[CH:4]=[C:5]([F:8])[C:6]=1[F:7].[C:29]([O-:42])(=[O:41])/[CH:30]=[CH:31]/[C:32]1[CH:40]=[CH:39][C:37]([OH:38])=[C:34]([O:35][CH3:36])[CH:33]=1. The catalyst class is: 10. (7) Reactant: Cl.[NH2:2][CH2:3][C:4]([O:6][CH2:7][CH3:8])=[O:5].C(N(CC)CC)C.S=[C:17]1[CH2:21][S:20][C:19](=[O:22])[NH:18]1. Product: [O:22]=[C:19]1[N:18]=[C:17]([NH:2][CH2:3][C:4]([O:6][CH2:7][CH3:8])=[O:5])[CH2:21][S:20]1. The catalyst class is: 8. (8) Reactant: [Si]([O:8][CH2:9][C@H:10]1[C:14]([C:15]2[N:16]=[C:17]([S:20][C:21]3[C@H:27]([CH3:28])[C@H:26]4[N:23]([C:24](=[O:36])[C@@H:25]4[C@H:29]([O:31][Si](C)(C)C)[CH3:30])[C:22]=3[C:37]([O:39]CC=C)=[O:38])[S:18][CH:19]=2)=[CH:13][CH2:12][N:11]1[CH3:43])(C(C)(C)C)(C)C.C(O)(=O)C.[F-].C([N+](CCCC)(CCCC)CCCC)CCC.O. Product: [OH:31][C@@H:29]([C@H:25]1[C:24](=[O:36])[N:23]2[C@@H:26]1[C@@H:27]([CH3:28])[C:21]([S:20][C:17]1[S:18][CH:19]=[C:15]([C:14]3[C@H:10]([CH2:9][OH:8])[N:11]([CH3:43])[CH2:12][CH:13]=3)[N:16]=1)=[C:22]2[C:37]([OH:39])=[O:38])[CH3:30]. The catalyst class is: 1.